Dataset: Full USPTO retrosynthesis dataset with 1.9M reactions from patents (1976-2016). Task: Predict the reactants needed to synthesize the given product. (1) Given the product [C:1]([O:5][C:6]([N:8]1[CH2:13][C@H:12]2[CH2:14][C@@H:9]1[CH2:10][N:11]2[C:20]([C:19]1[CH:18]=[N:17][C:16]([NH2:15])=[CH:24][CH:23]=1)=[O:21])=[O:7])([CH3:4])([CH3:2])[CH3:3], predict the reactants needed to synthesize it. The reactants are: [C:1]([O:5][C:6]([N:8]1[CH2:13][C@H:12]2[CH2:14][C@@H:9]1[CH2:10][NH:11]2)=[O:7])([CH3:4])([CH3:3])[CH3:2].[NH2:15][C:16]1[CH:24]=[CH:23][C:19]([C:20](O)=[O:21])=[CH:18][N:17]=1. (2) Given the product [NH2:26][CH:2]1[CH2:7][CH2:6][N:5]([C:8]([O:10][C:11]([CH3:14])([CH3:13])[CH3:12])=[O:9])[C@H:4]([C:15]([O:17][C:18]([CH3:21])([CH3:20])[CH3:19])=[O:16])[CH2:3]1.[O:22]=[C:23]1[CH2:28][CH2:27][N:26]([C:29]([O:31][C:32]([CH3:35])([CH3:34])[CH3:33])=[O:30])[C@H:25]([C:36]([O:38][C:39]([CH3:42])([CH3:41])[CH3:40])=[O:37])[CH2:24]1, predict the reactants needed to synthesize it. The reactants are: O=[C:2]1[CH2:7][CH2:6][N:5]([C:8]([O:10][C:11]([CH3:14])([CH3:13])[CH3:12])=[O:9])[C@H:4]([C:15]([O:17][C:18]([CH3:21])([CH3:20])[CH3:19])=[O:16])[CH2:3]1.[O:22]=[C:23]1[CH2:28][CH2:27][N:26]([C:29]([O:31][C:32]([CH3:35])([CH3:34])[CH3:33])=[O:30])[C@@H:25]([C:36]([O:38][C:39]([CH3:42])([CH3:41])[CH3:40])=[O:37])[CH2:24]1. (3) Given the product [C:1]([C:3]1[C:7]2[CH2:8][CH2:9][CH:10]([N:12]([CH:13]([CH2:18][OH:19])[C:14]([CH3:17])([CH3:16])[CH3:15])[C:43]([CH:37]3[CH2:42][CH2:41][CH2:40][CH2:39][CH2:38]3)=[O:44])[CH2:11][C:6]=2[S:5][C:4]=1[NH:20][C:21](=[O:27])[CH:22]([CH2:25][CH3:26])[CH2:23][CH3:24])#[N:2], predict the reactants needed to synthesize it. The reactants are: [C:1]([C:3]1[C:7]2[CH2:8][CH2:9][CH:10]([NH:12][CH:13]([CH2:18][OH:19])[C:14]([CH3:17])([CH3:16])[CH3:15])[CH2:11][C:6]=2[S:5][C:4]=1[NH:20][C:21](=[O:27])[CH:22]([CH2:25][CH3:26])[CH2:23][CH3:24])#[N:2].C(N(C(C)C)CC)(C)C.[CH:37]1([C:43](Cl)=[O:44])[CH2:42][CH2:41][CH2:40][CH2:39][CH2:38]1. (4) Given the product [C:19]1([CH3:31])[CH:20]=[CH:21][C:22]([S:25]([CH2:28][CH2:29][O:30][C:9](=[O:10])[CH2:8][O:1][C:2]2[CH:7]=[CH:6][CH:5]=[CH:4][CH:3]=2)(=[O:26])=[O:27])=[CH:23][CH:24]=1, predict the reactants needed to synthesize it. The reactants are: [O:1]([CH2:8][C:9](Cl)=[O:10])[C:2]1[CH:7]=[CH:6][CH:5]=[CH:4][CH:3]=1.C(N(CC)CC)C.[C:19]1([CH3:31])[CH:24]=[CH:23][C:22]([S:25]([CH2:28][CH2:29][OH:30])(=[O:27])=[O:26])=[CH:21][CH:20]=1.O. (5) Given the product [Cl:1][C:2]1[N:3]=[C:4]([N:18]2[CH2:19][CH2:20][O:21][CH2:22][CH2:23]2)[C:5]2[CH:10]=[C:9]([CH2:11][N:12]3[CH2:17][CH2:16][N:15]([C:24](=[O:28])[C@@H:25]([OH:26])[CH3:27])[CH2:14][CH2:13]3)[S:8][C:6]=2[N:7]=1, predict the reactants needed to synthesize it. The reactants are: [Cl:1][C:2]1[N:3]=[C:4]([N:18]2[CH2:23][CH2:22][O:21][CH2:20][CH2:19]2)[C:5]2[CH:10]=[C:9]([CH2:11][N:12]3[CH2:17][CH2:16][NH:15][CH2:14][CH2:13]3)[S:8][C:6]=2[N:7]=1.[C:24](O)(=[O:28])[CH:25]([CH3:27])[OH:26]. (6) The reactants are: [H-].[Na+].[F:3][C:4]1[CH:5]=[C:6]([OH:10])[CH:7]=[CH:8][CH:9]=1.CN(CCN(C)C)C.[CH3:19][O:20][C:21](=[O:27])[CH:22](Cl)[C:23]([CH3:25])=[O:24]. Given the product [F:3][C:4]1[CH:5]=[C:6]([CH:7]=[CH:8][CH:9]=1)[O:10][CH:22]([C:23](=[O:24])[CH3:25])[C:21]([O:20][CH3:19])=[O:27], predict the reactants needed to synthesize it.